From a dataset of Reaction yield outcomes from USPTO patents with 853,638 reactions. Predict the reaction yield, written as a fraction of the theoretical maximum amount of product (1.0 means a 100% yield; for example, 0.34 means a 34% yield). (1) The reactants are Cl.[NH:2]1[CH2:7][CH2:6][CH:5]([C:8]2[CH:15]=[CH:14][C:11]([C:12]#[N:13])=[CH:10][N:9]=2)[CH2:4][CH2:3]1.[F:16][C:17]([F:33])([F:32])[C:18]1[O:22][N:21]=[C:20]([C:23]2[CH:24]=[C:25]([CH:29]=[CH:30][CH:31]=2)[C:26](O)=[O:27])[N:19]=1. No catalyst specified. The product is [F:32][C:17]([F:16])([F:33])[C:18]1[O:22][N:21]=[C:20]([C:23]2[CH:24]=[C:25]([CH:29]=[CH:30][CH:31]=2)[C:26]([N:2]2[CH2:3][CH2:4][CH:5]([C:8]3[CH:15]=[CH:14][C:11]([C:12]#[N:13])=[CH:10][N:9]=3)[CH2:6][CH2:7]2)=[O:27])[N:19]=1. The yield is 0.300. (2) The reactants are [CH3:1][O:2][C:3]1[CH:21]=[CH:20][C:6]([CH2:7][N:8]2[C:17]3[C:12](=[CH:13][CH:14]=[CH:15][CH:16]=3)[CH2:11][CH:10]([CH3:18])[C:9]2=[O:19])=[CH:5][CH:4]=1.[Li+].[CH3:23][Si]([N-][Si](C)(C)C)(C)C.[CH2:32](Br)[CH:33]=C. The catalyst is C1COCC1. The product is [CH2:18]([C:10]1([CH3:23])[CH2:11][C:12]2[C:17](=[CH:16][CH:15]=[CH:14][CH:13]=2)[N:8]([CH2:7][C:6]2[CH:5]=[CH:4][C:3]([O:2][CH3:1])=[CH:21][CH:20]=2)[C:9]1=[O:19])[CH:32]=[CH2:33]. The yield is 1.00. (3) The reactants are [F:1][C:2]1[CH:27]=[CH:26][C:5]([O:6][C:7]2[CH:12]=[CH:11][CH:10]=[CH:9][C:8]=2[NH:13][C:14]([C:16]2[CH:25]=[CH:24][C:19]([C:20]([O:22][CH3:23])=[O:21])=[CH:18][CH:17]=2)=O)=[C:4]([O:28][CH3:29])[CH:3]=1. The catalyst is ClCCl.O. The product is [F:1][C:2]1[CH:3]=[C:4]([O:28][CH3:29])[C:5]2[O:6][C:7]3[CH:12]=[CH:11][CH:10]=[CH:9][C:8]=3[N:13]=[C:14]([C:16]3[CH:25]=[CH:24][C:19]([C:20]([O:22][CH3:23])=[O:21])=[CH:18][CH:17]=3)[C:26]=2[CH:27]=1. The yield is 0.0650. (4) The reactants are [F:1][C:2]1[CH:7]=[CH:6][CH:5]=[CH:4][C:3]=1[CH2:8][C:9]([O:11][CH3:12])=[O:10].[Br:13]N1C(=O)CCC1=O. The catalyst is C(Cl)(Cl)(Cl)Cl.C(Cl)Cl.Br. The product is [CH3:12][O:11][C:9](=[O:10])[CH:8]([Br:13])[C:3]1[CH:4]=[CH:5][CH:6]=[CH:7][C:2]=1[F:1]. The yield is 1.00. (5) The reactants are [CH3:1][C:2]1[O:6][N:5]=[C:4]([C:7]2[CH:12]=[CH:11][CH:10]=[CH:9][CH:8]=2)[C:3]=1[CH2:13][O:14][C:15]1[CH:23]=[CH:22][C:18]([C:19]([OH:21])=O)=[CH:17][N:16]=1.[NH2:24][C@H:25]([CH2:29][OH:30])[CH:26]([CH3:28])[CH3:27]. No catalyst specified. The product is [OH:30][CH2:29][C@@H:25]([NH:24][C:19](=[O:21])[C:18]1[CH:22]=[CH:23][C:15]([O:14][CH2:13][C:3]2[C:4]([C:7]3[CH:8]=[CH:9][CH:10]=[CH:11][CH:12]=3)=[N:5][O:6][C:2]=2[CH3:1])=[N:16][CH:17]=1)[CH:26]([CH3:28])[CH3:27]. The yield is 0.860. (6) The yield is 0.850. The reactants are [I:1][C:2]1[CH:7]=[CH:6][C:5]([C:8]([C:10]2[CH:15]=[CH:14][C:13]([O:16]C)=[CH:12][CH:11]=2)=[O:9])=[CH:4][CH:3]=1.B(Br)(Br)Br. The product is [I:1][C:2]1[CH:7]=[CH:6][C:5]([C:8]([C:10]2[CH:15]=[CH:14][C:13]([OH:16])=[CH:12][CH:11]=2)=[O:9])=[CH:4][CH:3]=1. The catalyst is C(Cl)Cl.